This data is from Reaction yield outcomes from USPTO patents with 853,638 reactions. The task is: Predict the reaction yield, written as a fraction of the theoretical maximum amount of product (1.0 means a 100% yield; for example, 0.34 means a 34% yield). The reactants are [O:1]1[C:5]2[CH:6]=[CH:7][CH:8]=[CH:9][C:4]=2[CH:3]=[C:2]1[S:10]([NH:13][C:14]1[CH:19]=[C:18]([Cl:20])[CH:17]=[CH:16][C:15]=1[S:21][CH2:22][C:23]1[N:24]=[C:25]([NH:28]C(=O)OC(C)(C)C)[S:26][CH:27]=1)(=[O:12])=[O:11].C(O)(C(F)(F)F)=O. The catalyst is C(Cl)Cl. The product is [NH2:28][C:25]1[S:26][CH:27]=[C:23]([CH2:22][S:21][C:15]2[CH:16]=[CH:17][C:18]([Cl:20])=[CH:19][C:14]=2[NH:13][S:10]([C:2]2[O:1][C:5]3[CH:6]=[CH:7][CH:8]=[CH:9][C:4]=3[CH:3]=2)(=[O:12])=[O:11])[N:24]=1. The yield is 0.880.